From a dataset of Forward reaction prediction with 1.9M reactions from USPTO patents (1976-2016). Predict the product of the given reaction. (1) Given the reactants [F:1][C:2]1[C:7]([F:8])=[CH:6][C:5]([N+:9]([O-:11])=[O:10])=[C:4](F)[N:3]=1.[NH2:13][C@H:14]([C:17]1[CH:22]=[CH:21][C:20]([F:23])=[CH:19][CH:18]=1)[CH2:15][OH:16], predict the reaction product. The product is: [F:8][C:7]1[CH:6]=[C:5]([N+:9]([O-:11])=[O:10])[C:4]([NH:13][C@@H:14]([C:17]2[CH:22]=[CH:21][C:20]([F:23])=[CH:19][CH:18]=2)[CH2:15][OH:16])=[N:3][C:2]=1[F:1]. (2) Given the reactants FC(F)(F)C(O)=O.[CH3:8][O:9][C:10](=[O:60])[C@@H:11]([NH:52][C:53]([O:55][C:56]([CH3:59])([CH3:58])[CH3:57])=[O:54])[C:12]1[CH:17]=[CH:16][C:15](C2C=CC(C(C3C=CC(CCC(O[Si](C(C)(C)C)(C)C)C(C)(C)C)=C(C)C=3)(CC)CC)=CC=2C)=[CH:14][CH:13]=1.[Cl:61]CCl, predict the reaction product. The product is: [CH3:8][O:9][C:10](=[O:60])[C@@H:11]([NH:52][C:53]([O:55][C:56]([CH3:59])([CH3:58])[CH3:57])=[O:54])[C:12]1[CH:17]=[CH:16][C:15]([Cl:61])=[CH:14][CH:13]=1. (3) Given the reactants [CH:1]1([N:4]2[C:12]([CH3:13])=[C:11]3[C:6]([CH:7]=[CH:8][C:9]([N:14]4[CH:19]=[CH:18][C:17]([OH:20])=[CH:16][C:15]4=[O:21])=[CH:10]3)=[N:5]2)[CH2:3][CH2:2]1.[Cl:22][C:23]1[CH:24]=[CH:25][C:26]([CH2:29]O)=[N:27][CH:28]=1.CP(C)C, predict the reaction product. The product is: [Cl:22][C:23]1[CH:24]=[CH:25][C:26]([CH2:29][O:20][C:17]2[CH:18]=[CH:19][N:14]([C:9]3[CH:8]=[CH:7][C:6]4[C:11](=[C:12]([CH3:13])[N:4]([CH:1]5[CH2:2][CH2:3]5)[N:5]=4)[CH:10]=3)[C:15](=[O:21])[CH:16]=2)=[N:27][CH:28]=1. (4) The product is: [CH3:14][S:15][C:2]1[CH:10]=[CH:9][C:8]([N+:11]([O-:13])=[O:12])=[CH:7][C:3]=1[C:4]([OH:6])=[O:5]. Given the reactants F[C:2]1[CH:10]=[CH:9][C:8]([N+:11]([O-:13])=[O:12])=[CH:7][C:3]=1[C:4]([OH:6])=[O:5].[CH3:14][S-:15].[Na+].Cl, predict the reaction product. (5) Given the reactants B.C1COCC1.[I:7][C:8]1[CH:9]=[C:10]([O:14][C:15]2[CH:16]=[C:17]([CH:20]=[CH:21][CH:22]=2)[C:18]#[N:19])[CH:11]=[CH:12][CH:13]=1.Cl, predict the reaction product. The product is: [I:7][C:8]1[CH:9]=[C:10]([O:14][C:15]2[CH:16]=[C:17]([CH2:18][NH2:19])[CH:20]=[CH:21][CH:22]=2)[CH:11]=[CH:12][CH:13]=1.